This data is from Full USPTO retrosynthesis dataset with 1.9M reactions from patents (1976-2016). The task is: Predict the reactants needed to synthesize the given product. (1) The reactants are: [CH2:1]([NH2:8])[C:2]1[CH:7]=[CH:6][CH:5]=[CH:4][CH:3]=1.[C:9]([O:13][C:14]([N:16]1[CH2:21][C@H:20]2[C@H:18]([CH2:19]2)[C@H:17]1[CH:22]=O)=[O:15])([CH3:12])([CH3:11])[CH3:10].C(O[BH-](OC(=O)C)OC(=O)C)(=O)C.[Na+].C([O-])(O)=O.[Na+]. Given the product [C:9]([O:13][C:14]([N:16]1[CH2:21][C@H:20]2[C@H:18]([CH2:19]2)[C@H:17]1[CH2:22][NH:8][CH2:1][C:2]1[CH:7]=[CH:6][CH:5]=[CH:4][CH:3]=1)=[O:15])([CH3:12])([CH3:10])[CH3:11], predict the reactants needed to synthesize it. (2) Given the product [Cl:1][C:2]1[CH:3]=[C:4]([CH:18]=[CH:19][CH:20]=1)[CH2:5][NH:6][C:7]([C:9]1[CH:10]=[CH:11][C:12]2[C:16]([CH:17]=1)=[N:15][N:14]([CH2:22][CH2:23][N:24]1[C:28]([CH3:29])=[CH:27][C:26]([CH3:30])=[N:25]1)[CH:13]=2)=[O:8], predict the reactants needed to synthesize it. The reactants are: [Cl:1][C:2]1[CH:3]=[C:4]([CH:18]=[CH:19][CH:20]=1)[CH2:5][NH:6][C:7]([C:9]1[CH:17]=[C:16]2[C:12]([CH:13]=[N:14][NH:15]2)=[CH:11][CH:10]=1)=[O:8].Cl[CH2:22][CH2:23][N:24]1[C:28]([CH3:29])=[CH:27][C:26]([CH3:30])=[N:25]1.N1C2C(=CC=CC=2)C=N1. (3) Given the product [C:1]([C:3]1[CH:8]=[CH:7][CH:6]=[CH:5][C:4]=1[C:9]1[C:10](=[O:21])[N:11]([C:22]2[CH:27]=[CH:26][CH:25]=[CH:24][CH:23]=2)[CH:12]=[C:13]([C:15]2[CH:20]=[CH:19][CH:18]=[CH:17][N:16]=2)[CH:14]=1)#[N:2], predict the reactants needed to synthesize it. The reactants are: [C:1]([C:3]1[CH:8]=[CH:7][CH:6]=[CH:5][C:4]=1[C:9]1[C:10](=[O:21])[NH:11][CH:12]=[C:13]([C:15]2[CH:20]=[CH:19][CH:18]=[CH:17][N:16]=2)[CH:14]=1)#[N:2].[C:22]1(B(O)O)[CH:27]=[CH:26][CH:25]=[CH:24][CH:23]=1.C(N(CC)CC)C.N. (4) The reactants are: [C:1]([O:5][C:6]([NH:8][CH2:9][CH2:10]/[CH:11]=[CH:12]/[CH:13]=[CH:14]/[C:15]([O:17]CC)=[O:16])=[O:7])([CH3:4])([CH3:3])[CH3:2].O[Li].O. Given the product [C:1]([O:5][C:6]([NH:8][CH2:9][CH2:10]/[CH:11]=[CH:12]/[CH:13]=[CH:14]/[C:15]([OH:17])=[O:16])=[O:7])([CH3:4])([CH3:2])[CH3:3], predict the reactants needed to synthesize it. (5) Given the product [CH2:1]([O:8][C:9]1[CH:10]=[C:11]2[C:15](=[CH:16][C:17]=1[CH3:18])[NH:14][N:13]=[C:12]2[I:20])[C:2]1[CH:3]=[CH:4][CH:5]=[CH:6][CH:7]=1, predict the reactants needed to synthesize it. The reactants are: [CH2:1]([O:8][C:9]1[CH:10]=[C:11]2[C:15](=[CH:16][C:17]=1[CH3:18])[NH:14][N:13]=[CH:12]2)[C:2]1[CH:7]=[CH:6][CH:5]=[CH:4][CH:3]=1.[K].[I:20]I. (6) Given the product [OH:1][C:2]1[CH:11]=[C:10]([NH:12][S:13]([C:16]2[C:20]([Cl:21])=[C:19]([Cl:22])[S:18][C:17]=2[Cl:23])(=[O:15])=[O:14])[CH:9]=[CH:8][C:3]=1[C:4]([OH:6])=[O:5], predict the reactants needed to synthesize it. The reactants are: [OH:1][C:2]1[CH:11]=[C:10]([NH:12][S:13]([C:16]2[C:20]([Cl:21])=[C:19]([Cl:22])[S:18][C:17]=2[Cl:23])(=[O:15])=[O:14])[CH:9]=[CH:8][C:3]=1[C:4]([O:6]C)=[O:5].O. (7) Given the product [ClH:1].[CH3:2][O:3][C:4](=[O:21])[CH2:5][CH:6]1[CH2:7][CH2:8][C:9]([N:18]([CH3:19])[CH3:20])([C:12]2[CH:17]=[CH:16][CH:15]=[CH:14][CH:13]=2)[CH2:10][CH2:11]1, predict the reactants needed to synthesize it. The reactants are: [ClH:1].[CH3:2][O:3][C:4](=[O:21])[CH:5]=[C:6]1[CH2:11][CH2:10][C:9]([N:18]([CH3:20])[CH3:19])([C:12]2[CH:17]=[CH:16][CH:15]=[CH:14][CH:13]=2)[CH2:8][CH2:7]1. (8) Given the product [Br:1][C:2]1[CH:3]=[CH:4][C:5]2[N:17]=[C:18]([NH:31][CH:29]3[C:30]4[C:26](=[CH:25][CH:24]=[CH:23][C:22]=4[O:21][CH3:20])[CH2:27][CH2:28]3)[O:8][CH2:7][C:6]=2[CH:16]=1, predict the reactants needed to synthesize it. The reactants are: [Br:1][C:2]1[CH:3]=[CH:4][C:5]([N:17]=[C:18]=S)=[C:6]([CH:16]=1)[CH2:7][O:8][Si](C(C)(C)C)(C)C.[CH3:20][O:21][C:22]1[CH:23]=[CH:24][CH:25]=[C:26]2[C:30]=1[CH:29]([NH2:31])[CH2:28][CH2:27]2. (9) Given the product [OH:8][CH2:9][C:10]1[N:11]=[C:12]([C:15]2[CH:16]=[CH:17][C:18]([C:19]([O:21][CH3:22])=[O:20])=[CH:23][CH:24]=2)[S:13][CH:14]=1, predict the reactants needed to synthesize it. The reactants are: [Si]([O:8][CH2:9][C:10]1[N:11]=[C:12]([C:15]2[CH:24]=[CH:23][C:18]([C:19]([O:21][CH3:22])=[O:20])=[CH:17][CH:16]=2)[S:13][CH:14]=1)(C(C)(C)C)(C)C.F.F.F.C(N(CC)CC)C. (10) The reactants are: [F:1][C:2]([F:14])([F:13])[O:3][C:4]1[CH:9]=[CH:8][C:7]([N:10]=[C:11]=[O:12])=[CH:6][CH:5]=1.[CH3:15][C:16]([CH3:19])([O-:18])[CH3:17].[K+]. Given the product [F:1][C:2]([F:13])([F:14])[O:3][C:4]1[CH:5]=[CH:6][C:7]([NH:10][C:11](=[O:12])[O:18][C:16]([CH3:19])([CH3:17])[CH3:15])=[CH:8][CH:9]=1, predict the reactants needed to synthesize it.